Task: Predict the reaction yield, written as a fraction of the theoretical maximum amount of product (1.0 means a 100% yield; for example, 0.34 means a 34% yield).. Dataset: Reaction yield outcomes from USPTO patents with 853,638 reactions (1) The reactants are S([N:8]=[N+:9]=[N-:10])(C(F)(F)F)(=O)=O.[N-]=[N+]=[N-].[Na+].N[CH2:16][CH:17]1[CH2:22][CH2:21][NH:20][CH2:19][CH2:18]1.C([O-])([O-])=O.[K+].[K+]. The catalyst is O.C(Cl)Cl. The product is [N:8]([CH2:16][CH:17]1[CH2:22][CH2:21][NH:20][CH2:19][CH2:18]1)=[N+:9]=[N-:10]. The yield is 0.115. (2) The reactants are [N+:1]([C:4]1[CH:8]=[CH:7][NH:6][N:5]=1)([O-:3])=[O:2].[CH2:9]1[O:11][C@@H:10]1[CH2:12][OH:13].C(=O)([O-])[O-].[K+].[K+]. The catalyst is CN(C)C=O.O. The product is [N+:1]([C:4]1[CH:8]=[CH:7][N:6]([CH2:9][C@H:10]([OH:11])[CH2:12][OH:13])[N:5]=1)([O-:3])=[O:2]. The yield is 0.340. (3) The reactants are [C:1]([C:5]1[CH:6]=[C:7]2[C:11](=[CH:12][CH:13]=1)[C@@H:10]([OH:14])[CH2:9][CH2:8]2)([CH3:4])([CH3:3])[CH3:2].[CH3:15][O:16][C:17](=[O:29])[CH2:18][C@H:19]1[C:23]2[CH:24]=[CH:25][C:26](O)=[CH:27][C:22]=2[O:21][CH2:20]1. No catalyst specified. The product is [CH3:15][O:16][C:17](=[O:29])[CH2:18][C@H:19]1[C:23]2[CH:24]=[CH:25][C:26]([O:14][C@H:10]3[C:11]4[C:7](=[CH:6][C:5]([C:1]([CH3:4])([CH3:2])[CH3:3])=[CH:13][CH:12]=4)[CH2:8][CH2:9]3)=[CH:27][C:22]=2[O:21][CH2:20]1. The yield is 0.460. (4) The catalyst is CN(C=O)C. The product is [Br:15][C:11]1[CH:10]=[C:9]([CH:5]([N:6]([CH3:8])[CH3:7])[C:4]([OH:16])=[O:3])[CH:14]=[CH:13][CH:12]=1. The yield is 0.940. The reactants are C([O:3][C:4](=[O:16])[CH:5]([C:9]1[CH:14]=[CH:13][CH:12]=[C:11]([Br:15])[CH:10]=1)[N:6]([CH3:8])[CH3:7])C.[OH-].[K+].O.Cl. (5) The reactants are [CH3:1][O:2][C:3]1[CH:8]=[CH:7][CH:6]=[CH:5][C:4]=1B(O)O.C(=O)([O-])[O-].[Na+].[Na+].[NH2:18][C:19]1[CH:24]=[C:23](Cl)[N:22]=[CH:21][N:20]=1. The catalyst is O1CCOCC1.C1C=CC([P]([Pd]([P](C2C=CC=CC=2)(C2C=CC=CC=2)C2C=CC=CC=2)([P](C2C=CC=CC=2)(C2C=CC=CC=2)C2C=CC=CC=2)[P](C2C=CC=CC=2)(C2C=CC=CC=2)C2C=CC=CC=2)(C2C=CC=CC=2)C2C=CC=CC=2)=CC=1. The product is [CH3:1][O:2][C:3]1[CH:8]=[CH:7][CH:6]=[CH:5][C:4]=1[C:23]1[N:22]=[CH:21][N:20]=[C:19]([NH2:18])[CH:24]=1. The yield is 0.580.